This data is from Reaction yield outcomes from USPTO patents with 853,638 reactions. The task is: Predict the reaction yield, written as a fraction of the theoretical maximum amount of product (1.0 means a 100% yield; for example, 0.34 means a 34% yield). The reactants are [CH2:1]([C@@H:8]1[C@@H:16]([CH2:17][C:18]2[CH:23]=[CH:22][CH:21]=[CH:20][CH:19]=2)[C@H:15]([CH3:24])[O:14][C:13](=[O:25])[C@@H:12]([NH:26][C:27](=[O:37])[C:28]2[C:33]([OH:34])=[C:32]([O:35][CH3:36])[CH:31]=[CH:30][N:29]=2)[CH2:11][CH2:10][O:9]1)[C:2]1[CH:7]=[CH:6][CH:5]=[CH:4][CH:3]=1.C(=O)([O-])[O-].[Na+].[Na+].[I-].[Na+].[C:46]([O:51][CH2:52]Cl)(=[O:50])[CH:47]([CH3:49])[CH3:48]. The catalyst is CC(C)=O. The product is [C:46]([O:51][CH2:52][O:34][C:33]1[C:28]([C:27](=[O:37])[NH:26][C@H:12]2[CH2:11][CH2:10][O:9][C@H:8]([CH2:1][C:2]3[CH:3]=[CH:4][CH:5]=[CH:6][CH:7]=3)[C@@H:16]([CH2:17][C:18]3[CH:19]=[CH:20][CH:21]=[CH:22][CH:23]=3)[C@H:15]([CH3:24])[O:14][C:13]2=[O:25])=[N:29][CH:30]=[CH:31][C:32]=1[O:35][CH3:36])(=[O:50])[CH:47]([CH3:49])[CH3:48]. The yield is 0.780.